From a dataset of Catalyst prediction with 721,799 reactions and 888 catalyst types from USPTO. Predict which catalyst facilitates the given reaction. Reactant: Cl.[NH2:2][OH:3].N1C=CC=CC=1.C[Si](Cl)(C)C.[CH2:15]([O:17][C:18](=[O:47])[CH2:19][CH2:20][N:21]([C:39]1([C:44](Cl)=[O:45])[CH2:43][CH2:42][CH2:41][CH2:40]1)[S:22]([C:25]1[CH:30]=[CH:29][C:28]([O:31][C:32]2[CH:37]=[CH:36][C:35]([F:38])=[CH:34][CH:33]=2)=[CH:27][CH:26]=1)(=[O:24])=[O:23])[CH3:16].Cl. Product: [CH2:15]([O:17][C:18](=[O:47])[CH2:19][CH2:20][N:21]([S:22]([C:25]1[CH:30]=[CH:29][C:28]([O:31][C:32]2[CH:37]=[CH:36][C:35]([F:38])=[CH:34][CH:33]=2)=[CH:27][CH:26]=1)(=[O:24])=[O:23])[C:39]1([C:44](=[O:45])[NH:2][OH:3])[CH2:43][CH2:42][CH2:41][CH2:40]1)[CH3:16]. The catalyst class is: 4.